This data is from Full USPTO retrosynthesis dataset with 1.9M reactions from patents (1976-2016). The task is: Predict the reactants needed to synthesize the given product. (1) Given the product [Br:16][C:17]1[CH:18]=[CH:19][C:20]([C:23]2[N:6]([CH2:7][C:8]3[C:9]([CH3:15])=[N:10][C:11]([CH3:14])=[CH:12][CH:13]=3)[C:4](=[O:5])[C:3]([C:1]#[N:2])=[C:25]([C:26]([F:27])([F:28])[F:29])[CH:24]=2)=[CH:21][CH:22]=1, predict the reactants needed to synthesize it. The reactants are: [C:1]([CH2:3][C:4]([NH:6][CH2:7][C:8]1[C:9]([CH3:15])=[N:10][C:11]([CH3:14])=[CH:12][CH:13]=1)=[O:5])#[N:2].[Br:16][C:17]1[CH:22]=[CH:21][C:20]([C:23](=O)[CH2:24][C:25](=O)[C:26]([F:29])([F:28])[F:27])=[CH:19][CH:18]=1.N12CCCN=C1CCCCC2. (2) Given the product [CH3:1][O:2][C:3]1[CH:4]=[C:5]([CH:11]2[CH2:16][CH:15]([C:17]([F:20])([F:18])[F:19])[N:14]3[N:21]=[C:22]([C:24]4[CH:25]=[C:26]([CH:30]=[CH:31][CH:32]=4)[C:27]([N:36]4[CH2:37][CH2:38][N:33]([C:39]([O:41][C:42]([CH3:45])([CH3:44])[CH3:43])=[O:40])[CH2:34][CH2:35]4)=[O:28])[CH:23]=[C:13]3[NH:12]2)[CH:6]=[CH:7][C:8]=1[O:9][CH3:10], predict the reactants needed to synthesize it. The reactants are: [CH3:1][O:2][C:3]1[CH:4]=[C:5]([CH:11]2[CH2:16][CH:15]([C:17]([F:20])([F:19])[F:18])[N:14]3[N:21]=[C:22]([C:24]4[CH:25]=[C:26]([CH:30]=[CH:31][CH:32]=4)[C:27](O)=[O:28])[CH:23]=[C:13]3[NH:12]2)[CH:6]=[CH:7][C:8]=1[O:9][CH3:10].[N:33]1([C:39]([O:41][C:42]([CH3:45])([CH3:44])[CH3:43])=[O:40])[CH2:38][CH2:37][NH:36][CH2:35][CH2:34]1. (3) Given the product [CH:32]1([NH:35][CH2:2][C:3]2[S:7][C:6]([NH:8][C:9](=[O:31])[CH2:10][N:11]3[CH:15]=[C:14]([O:16][C:17]4[C:26]5[C:21](=[CH:22][C:23]([O:29][CH3:30])=[C:24]([O:27][CH3:28])[CH:25]=5)[N:20]=[CH:19][N:18]=4)[CH:13]=[N:12]3)=[N:5][CH:4]=2)[CH2:34][CH2:33]1, predict the reactants needed to synthesize it. The reactants are: Cl[CH2:2][C:3]1[S:7][C:6]([NH:8][C:9](=[O:31])[CH2:10][N:11]2[CH:15]=[C:14]([O:16][C:17]3[C:26]4[C:21](=[CH:22][C:23]([O:29][CH3:30])=[C:24]([O:27][CH3:28])[CH:25]=4)[N:20]=[CH:19][N:18]=3)[CH:13]=[N:12]2)=[N:5][CH:4]=1.[CH:32]1([NH2:35])[CH2:34][CH2:33]1. (4) Given the product [NH2:7][C:8]1[CH:9]=[C:10]([CH:11]=[CH:12][CH:13]=1)[O:14][C:15]1[CH:20]=[CH:19][C:18]([C:21]([NH:22][C:23]2[CH:28]=[CH:27][CH:26]=[C:25]([Br:29])[CH:24]=2)=[O:30])=[CH:17][C:16]=1[NH:31][C:32]1[C:33]2[CH:41]=[CH:40][C:39]([CH3:42])=[N:38][C:34]=2[N:35]=[CH:36][N:37]=1.[F:44][C:45]([F:50])([F:49])[C:46]([OH:48])=[O:47], predict the reactants needed to synthesize it. The reactants are: C(OC(=O)[NH:7][C:8]1[CH:13]=[CH:12][CH:11]=[C:10]([O:14][C:15]2[CH:20]=[CH:19][C:18]([C:21](=[O:30])[NH:22][C:23]3[CH:28]=[CH:27][CH:26]=[C:25]([Br:29])[CH:24]=3)=[CH:17][C:16]=2[NH:31][C:32]2[C:33]3[CH:41]=[CH:40][C:39]([CH3:42])=[N:38][C:34]=3[N:35]=[CH:36][N:37]=2)[CH:9]=1)(C)(C)C.[F:44][C:45]([F:50])([F:49])[C:46]([OH:48])=[O:47]. (5) Given the product [C:1]([C:5]1[C:6]([CH2:14][CH3:15])=[C:7]([NH2:11])[CH:8]=[CH:9][CH:10]=1)([CH3:4])([CH3:3])[CH3:2], predict the reactants needed to synthesize it. The reactants are: [C:1]([C:5]1[CH:10]=[CH:9][CH:8]=[C:7]([N+:11]([O-])=O)[C:6]=1[CH:14]=[CH2:15])([CH3:4])([CH3:3])[CH3:2].C(C1C(C=C)=C(N)C=CC=1)(C)(C)C. (6) Given the product [CH3:14][O:13][C:10]1[CH:11]=[CH:12][C:7]([C:5]2[CH2:4][C:3]([C:2]([F:18])([F:17])[F:1])([OH:16])[N:20]([CH3:19])[N:21]=2)=[CH:8][C:9]=1[CH3:15].[CH3:14][O:13][C:10]1[CH:11]=[CH:12][C:7]([C:5]2[N:20]([CH3:19])[N:21]=[C:3]([C:2]([F:18])([F:17])[F:1])[CH:4]=2)=[CH:8][C:9]=1[CH3:15], predict the reactants needed to synthesize it. The reactants are: [F:1][C:2]([F:18])([F:17])[C:3](=[O:16])[CH2:4][C:5]([C:7]1[CH:12]=[CH:11][C:10]([O:13][CH3:14])=[C:9]([CH3:15])[CH:8]=1)=O.[CH3:19][NH:20][NH2:21]. (7) Given the product [Cl:1][C:2]1[CH:3]=[CH:4][C:5]2[O:9][C:8]([CH:10]([NH:15][C:16]3[CH:21]=[CH:20][C:19]([C:22]([N:24]([CH3:32])[CH2:25][CH2:26][C:27]([OH:29])=[O:28])=[O:23])=[CH:18][CH:17]=3)[CH2:11][CH:12]([CH3:14])[CH3:13])=[C:7]([CH3:33])[C:6]=2[CH:34]=1, predict the reactants needed to synthesize it. The reactants are: [Cl:1][C:2]1[CH:3]=[CH:4][C:5]2[O:9][C:8]([CH:10]([NH:15][C:16]3[CH:21]=[CH:20][C:19]([C:22]([N:24]([CH3:32])[CH2:25][CH2:26][C:27]([O:29]CC)=[O:28])=[O:23])=[CH:18][CH:17]=3)[CH2:11][CH:12]([CH3:14])[CH3:13])=[C:7]([CH3:33])[C:6]=2[CH:34]=1.O1CCCC1.[OH-].[Na+]. (8) Given the product [F:39][C:36]([F:37])([F:38])[C:28]1[CH:27]=[C:26]([C@H:24]([O:23][C@H:7]2[CH2:6][C@@H:5]([OH:4])[C:14]3[N+:13]([O-:15])=[CH:12][CH:11]=[CH:10][C:9]=3[C@@H:8]2[C:16]2[CH:17]=[CH:18][C:19]([F:22])=[CH:20][CH:21]=2)[CH3:25])[CH:31]=[C:30]([C:32]([F:33])([F:34])[F:35])[CH:29]=1, predict the reactants needed to synthesize it. The reactants are: C([O:4][C@H:5]1[C:14]2[N+:13]([O-:15])=[CH:12][CH:11]=[CH:10][C:9]=2[C@H:8]([C:16]2[CH:21]=[CH:20][C:19]([F:22])=[CH:18][CH:17]=2)[C@@H:7]([O:23][C@@H:24]([C:26]2[CH:31]=[C:30]([C:32]([F:35])([F:34])[F:33])[CH:29]=[C:28]([C:36]([F:39])([F:38])[F:37])[CH:27]=2)[CH3:25])[CH2:6]1)(=O)C.[Li+].[OH-].